Predict the reactants needed to synthesize the given product. From a dataset of Full USPTO retrosynthesis dataset with 1.9M reactions from patents (1976-2016). (1) Given the product [Br:17][C:16]1[N:15]([CH2:18][C:19]2[CH:24]=[CH:23][C:22]([F:25])=[CH:21][CH:20]=2)[C:14]2=[CH:26][N:27]=[C:38]([C:39]([O:41][CH3:42])=[O:40])[C:43]([OH:45])=[C:13]2[C:12]=1[Br:11], predict the reactants needed to synthesize it. The reactants are: [Li+].C[Si]([N-][Si](C)(C)C)(C)C.[Br:11][C:12]1[C:13]([C:43]([O:45]CC)=O)=[C:14]([CH2:26][N:27]([CH2:38][C:39]([O:41][CH3:42])=[O:40])S(C2C=CC(C)=CC=2)(=O)=O)[N:15]([CH2:18][C:19]2[CH:24]=[CH:23][C:22]([F:25])=[CH:21][CH:20]=2)[C:16]=1[Br:17].[NH4+].[Cl-].ClCCl.CO. (2) Given the product [NH2:37][CH2:36][C@H:33]1[CH2:34][CH2:35][N:31]([CH2:30][C:3]2[C:2]([Cl:1])=[C:11]3[C:6]([C:7](=[O:25])[N:8]([CH2:12][C:13]4[CH:18]=[C:17]([Cl:19])[CH:16]=[CH:15][C:14]=4[S:20]([CH2:23][CH3:24])(=[O:22])=[O:21])[CH:9]=[N:10]3)=[CH:5][C:4]=2[C:26]([F:27])([F:28])[F:29])[CH2:32]1, predict the reactants needed to synthesize it. The reactants are: [Cl:1][C:2]1[C:3]([CH2:30][N:31]2[CH2:35][CH2:34][C@H:33]([CH2:36][NH:37]C(=O)OC(C)(C)C)[CH2:32]2)=[C:4]([C:26]([F:29])([F:28])[F:27])[CH:5]=[C:6]2[C:11]=1[N:10]=[CH:9][N:8]([CH2:12][C:13]1[CH:18]=[C:17]([Cl:19])[CH:16]=[CH:15][C:14]=1[S:20]([CH2:23][CH3:24])(=[O:22])=[O:21])[C:7]2=[O:25].Cl.C(S(N1C=CC=C1CN)(=O)=O)C.